Dataset: Forward reaction prediction with 1.9M reactions from USPTO patents (1976-2016). Task: Predict the product of the given reaction. Given the reactants [Cl:1][C:2]1[N:7]=[C:6]([O:8][C:9]2[C:18]3[C:13](=[CH:14][CH:15]=[CH:16][CH:17]=3)[C:12]([NH:19][C:20](=[O:28])OC3C=CC=CC=3)=[CH:11][CH:10]=2)[CH:5]=[CH:4][N:3]=1.[CH:29]([C:32]1[CH:36]=[C:35]([NH2:37])[N:34]([C:38]2[CH:43]=[CH:42][C:41]([CH3:44])=[CH:40][CH:39]=2)[N:33]=1)([CH3:31])[CH3:30], predict the reaction product. The product is: [Cl:1][C:2]1[N:7]=[C:6]([O:8][C:9]2[C:18]3[C:13](=[CH:14][CH:15]=[CH:16][CH:17]=3)[C:12]([NH:19][C:20]([NH:37][C:35]3[N:34]([C:38]4[CH:43]=[CH:42][C:41]([CH3:44])=[CH:40][CH:39]=4)[N:33]=[C:32]([CH:29]([CH3:31])[CH3:30])[CH:36]=3)=[O:28])=[CH:11][CH:10]=2)[CH:5]=[CH:4][N:3]=1.